From a dataset of Full USPTO retrosynthesis dataset with 1.9M reactions from patents (1976-2016). Predict the reactants needed to synthesize the given product. (1) Given the product [CH2:30]([N:29]([CH2:34][CH3:33])[C:13]([CH:15]1[CH2:16][CH2:17][N:18]([CH3:21])[CH2:19][CH2:20]1)=[O:14])[CH3:31], predict the reactants needed to synthesize it. The reactants are: FC1C=C(F)C=C(F)C=1C(NC1C=CC=C([C:13]([CH:15]2[CH2:20][CH2:19][N:18]([CH3:21])[CH2:17][CH2:16]2)=[O:14])N=1)=O.C[N:29]1[CH2:34][CH2:33]C(C(O)=O)[CH2:31][CH2:30]1.S(Cl)(Cl)=O.C(NCC)C. (2) Given the product [I:4][C:5]1[CH:12]=[CH:11][CH:10]=[CH:9][C:6]=1[CH2:7][CH2:22][CH2:21][C:19](=[O:20])[CH3:18], predict the reactants needed to synthesize it. The reactants are: [Cl-].[Li+].[Br-].[I:4][C:5]1[CH:12]=[CH:11][CH:10]=[CH:9][C:6]=1[CH2:7][Zn+].Cl[Si](C)(C)C.[CH3:18][C:19]([CH:21]=[CH2:22])=[O:20].S([O-])([O-])(=O)=O.[Na+].[Na+].[Cl-].[NH4+]. (3) Given the product [F:25][C:22]1[CH:23]=[CH:24][C:19]([CH2:18][O:17][C:5]2[CH:4]=[CH:3][C:2]([C:29]3[CH:30]=[CH:31][N:26]=[CH:27][CH:28]=3)=[CH:16][C:6]=2[C:7]([NH:9][C:10]2[CH:11]=[N:12][CH:13]=[CH:14][CH:15]=2)=[O:8])=[CH:20][CH:21]=1, predict the reactants needed to synthesize it. The reactants are: Br[C:2]1[CH:3]=[CH:4][C:5]([O:17][CH2:18][C:19]2[CH:24]=[CH:23][C:22]([F:25])=[CH:21][CH:20]=2)=[C:6]([CH:16]=1)[C:7]([NH:9][C:10]1[CH:11]=[N:12][CH:13]=[CH:14][CH:15]=1)=[O:8].[N:26]1[CH:31]=[CH:30][C:29](B(O)O)=[CH:28][CH:27]=1.C(=O)([O-])[O-].[Na+].[Na+].B(O)O. (4) Given the product [CH3:15][C:16]([C:17]1[O:32][C:21]([C:22]2[CH:27]=[CH:26][C:25]([N+:28]([O-:30])=[O:29])=[C:24]([CH3:31])[CH:23]=2)=[N:20][N:19]=1)([CH3:34])[CH3:33], predict the reactants needed to synthesize it. The reactants are: O=P12OP3(OP(OP(O3)(O1)=O)(=O)O2)=O.[CH3:15][C:16]([CH3:34])([CH3:33])[C:17]([NH:19][NH:20][C:21](=[O:32])[C:22]1[CH:27]=[CH:26][C:25]([N+:28]([O-:30])=[O:29])=[C:24]([CH3:31])[CH:23]=1)=O. (5) The reactants are: [OH:1][NH:2][C:3]([C:5]1[CH:13]=[CH:12][C:11]2[NH:10][C:9]3[CH:14]([CH2:17][C:18]([O:20][CH2:21][CH3:22])=[O:19])[CH2:15][CH2:16][C:8]=3[C:7]=2[CH:6]=1)=[NH:4].[Br:23][C:24]1[CH:25]=[N:26][CH:27]=[C:28]([CH:32]=1)[C:29](O)=O.CCCP(O)(O)=O.O. Given the product [Br:23][C:24]1[CH:32]=[C:28]([C:29]2[O:1][N:2]=[C:3]([C:5]3[CH:13]=[CH:12][C:11]4[NH:10][C:9]5[CH:14]([CH2:17][C:18]([O:20][CH2:21][CH3:22])=[O:19])[CH2:15][CH2:16][C:8]=5[C:7]=4[CH:6]=3)[N:4]=2)[CH:27]=[N:26][CH:25]=1, predict the reactants needed to synthesize it. (6) Given the product [C:27]([CH:5]([CH2:6][C:7]1[CH:8]=[CH:9][C:10]([O:13][CH2:14][CH2:15][C:16]2[CH:21]=[CH:20][C:19]([O:22][S:23]([CH3:26])(=[O:25])=[O:24])=[CH:18][CH:17]=2)=[CH:11][CH:12]=1)[C:4]([OH:29])=[O:3])#[N:28], predict the reactants needed to synthesize it. The reactants are: C([O:3][C:4](=[O:29])[CH:5]([C:27]#[N:28])[CH2:6][C:7]1[CH:12]=[CH:11][C:10]([O:13][CH2:14][CH2:15][C:16]2[CH:21]=[CH:20][C:19]([O:22][S:23]([CH3:26])(=[O:25])=[O:24])=[CH:18][CH:17]=2)=[CH:9][CH:8]=1)C.O.[OH-].[Li+].CO. (7) Given the product [N:1]1([CH2:7][CH2:8][NH:9][C:17]([NH:18][C:19]2[S:20][C:21]3[CH:27]=[C:26]([S:28][C:29]4[N:33]5[CH:34]=[CH:35][CH:36]=[CH:37][C:32]5=[N:31][N:30]=4)[CH:25]=[CH:24][C:22]=3[N:23]=2)=[O:16])[CH2:6][CH2:5][O:4][CH2:3][CH2:2]1, predict the reactants needed to synthesize it. The reactants are: [N:1]1([CH2:7][CH2:8][NH2:9])[CH2:6][CH2:5][O:4][CH2:3][CH2:2]1.C1([O:16][C:17](=O)[NH:18][C:19]2[S:20][C:21]3[CH:27]=[C:26]([S:28][C:29]4[N:33]5[CH:34]=[CH:35][CH:36]=[CH:37][C:32]5=[N:31][N:30]=4)[CH:25]=[CH:24][C:22]=3[N:23]=2)C=CC=CC=1.ClCCl.O. (8) Given the product [Br:1][C:2]1[C:11]2[C:10]([CH3:13])([CH3:12])[CH2:9][CH:8]=[C:7]([CH:14]([CH3:16])[CH3:15])[C:6]=2[CH:5]=[C:4]([C:17](=[O:19])[CH3:18])[C:3]=1[O:20][CH2:27][CH3:28], predict the reactants needed to synthesize it. The reactants are: [Br:1][C:2]1[C:11]2[C:10]([CH3:13])([CH3:12])[CH2:9][CH:8]=[C:7]([CH:14]([CH3:16])[CH3:15])[C:6]=2[CH:5]=[C:4]([C:17](=[O:19])[CH3:18])[C:3]=1[OH:20].C(=O)([O-])[O-].[K+].[K+].[CH2:27](I)[CH3:28].